The task is: Predict the reaction yield, written as a fraction of the theoretical maximum amount of product (1.0 means a 100% yield; for example, 0.34 means a 34% yield).. This data is from Reaction yield outcomes from USPTO patents with 853,638 reactions. (1) The reactants are [NH2:1][C:2]1[CH:7]=[CH:6][C:5](Br)=[CH:4][N:3]=1.[C:9]([O:13][CH2:14][C:15]1[CH:20]=[CH:19][CH:18]=[CH:17][CH:16]=1)(=[O:12])[CH:10]=[CH2:11].C1(C)C=CC=CC=1P(C1C=CC=CC=1C)C1C=CC=CC=1C.C(N(C(C)C)CC)(C)C. The catalyst is C(#N)CC.CC([O-])=O.CC([O-])=O.[Pd+2]. The product is [NH2:1][C:2]1[N:3]=[CH:4][C:5](/[CH:11]=[CH:10]/[C:9]([O:13][CH2:14][C:15]2[CH:20]=[CH:19][CH:18]=[CH:17][CH:16]=2)=[O:12])=[CH:6][CH:7]=1. The yield is 0.390. (2) The reactants are [OH:1][C@H:2]1[C@H:7]([CH3:8])[CH2:6][CH2:5][C@@H:4]([NH:9][C:10]2[C:15]([C:16]#[N:17])=[CH:14][N:13]=[C:12](S(C)(=O)=O)[N:11]=2)[CH2:3]1.Cl.[C:23]12([NH2:28])[CH2:27][CH:25]([CH2:26]1)[CH2:24]2.CCN(C(C)C)C(C)C. The catalyst is CN1C(=O)CCC1. The product is [C:23]12([NH:28][C:12]3[N:11]=[C:10]([NH:9][C@@H:4]4[CH2:5][CH2:6][C@@H:7]([CH3:8])[C@H:2]([OH:1])[CH2:3]4)[C:15]([C:16]#[N:17])=[CH:14][N:13]=3)[CH2:27][CH:25]([CH2:26]1)[CH2:24]2. The yield is 0.850. (3) The reactants are [Mg].Br[C:3]1[CH:8]=[C:7]([O:9][CH3:10])[C:6]2[O:11][CH2:12][O:13][C:5]=2[CH:4]=1.II.C[O:17][B:18](OC)[O:19]C.Cl. The catalyst is O1CCCC1. The product is [CH3:10][O:9][C:7]1[C:6]2[O:11][CH2:12][O:13][C:5]=2[CH:4]=[C:3]([B:18]([OH:19])[OH:17])[CH:8]=1. The yield is 0.400. (4) The reactants are [Cl:1][C:2]1[CH:3]=[CH:4][CH:5]=[C:6]2[C:10]=1[NH:9][CH:8]=[CH:7]2.[CH3:11]C1C2C(=CC=CC=2)NC=1. No catalyst specified. The product is [Cl:1][C:2]1[CH:3]=[CH:4][CH:5]=[C:6]2[C:10]=1[N:9]([CH3:11])[CH:8]=[CH:7]2. The yield is 1.00.